This data is from Catalyst prediction with 721,799 reactions and 888 catalyst types from USPTO. The task is: Predict which catalyst facilitates the given reaction. Reactant: [NH2:1][C:2]1[C:3]([O:13][CH3:14])=[C:4]([C:9]([F:12])=[CH:10][CH:11]=1)[C:5]([O:7][CH3:8])=[O:6].N1C=CC=CC=1.[CH2:21]([S:24](Cl)(=[O:26])=[O:25])[CH2:22][CH3:23]. Product: [F:12][C:9]1[C:4]([C:5]([O:7][CH3:8])=[O:6])=[C:3]([O:13][CH3:14])[C:2]([NH:1][S:24]([CH2:21][CH2:22][CH3:23])(=[O:26])=[O:25])=[CH:11][CH:10]=1. The catalyst class is: 172.